This data is from Full USPTO retrosynthesis dataset with 1.9M reactions from patents (1976-2016). The task is: Predict the reactants needed to synthesize the given product. (1) Given the product [CH:3]([C@H:16]1[N:21]2[CH2:22][CH2:23][N:24]([C:26]([O:28][CH2:29][C:30]3[CH:35]=[CH:34][CH:33]=[CH:32][CH:31]=3)=[O:27])[CH2:25][C@H:20]2[CH2:19][N:18]([C:48]([O:47][C:43]([CH3:46])([CH3:45])[CH3:44])=[O:49])[CH2:17]1)([C:10]1[CH:11]=[CH:12][CH:13]=[CH:14][CH:15]=1)[C:4]1[CH:9]=[CH:8][CH:7]=[CH:6][CH:5]=1, predict the reactants needed to synthesize it. The reactants are: Cl.Cl.[CH:3]([C@H:16]1[N:21]2[CH2:22][CH2:23][N:24]([C:26]([O:28][CH2:29][C:30]3[CH:35]=[CH:34][CH:33]=[CH:32][CH:31]=3)=[O:27])[CH2:25][C@H:20]2[CH2:19][NH:18][CH2:17]1)([C:10]1[CH:15]=[CH:14][CH:13]=[CH:12][CH:11]=1)[C:4]1[CH:9]=[CH:8][CH:7]=[CH:6][CH:5]=1.C(N(CC)CC)C.[C:43]([O:47][C:48](O[C:48]([O:47][C:43]([CH3:46])([CH3:45])[CH3:44])=[O:49])=[O:49])([CH3:46])([CH3:45])[CH3:44].Cl. (2) Given the product [N:32]1([CH2:38][CH2:39][CH2:40][NH:41][C:2]2[CH:3]=[C:4]([CH:29]=[CH:30][N:31]=2)[C:5]([NH:7][C:8]2[CH:9]=[N:10][C:11]([N:14]3[C:18]([C:19]([F:22])([F:20])[F:21])=[CH:17][C:16]([C:23]4[CH:24]=[N:25][CH:26]=[CH:27][CH:28]=4)=[N:15]3)=[CH:12][CH:13]=2)=[O:6])[CH2:37][CH2:36][O:35][CH2:34][CH2:33]1, predict the reactants needed to synthesize it. The reactants are: Cl[C:2]1[CH:3]=[C:4]([CH:29]=[CH:30][N:31]=1)[C:5]([NH:7][C:8]1[CH:9]=[N:10][C:11]([N:14]2[C:18]([C:19]([F:22])([F:21])[F:20])=[CH:17][C:16]([C:23]3[CH:24]=[N:25][CH:26]=[CH:27][CH:28]=3)=[N:15]2)=[CH:12][CH:13]=1)=[O:6].[N:32]1([CH2:38][CH2:39][CH2:40][NH2:41])[CH2:37][CH2:36][O:35][CH2:34][CH2:33]1.